From a dataset of Catalyst prediction with 721,799 reactions and 888 catalyst types from USPTO. Predict which catalyst facilitates the given reaction. (1) Reactant: [CH3:1][C:2]1([CH3:32])[C:6]2[C:7]([O:11][C:12]3[N:17]=[CH:16][C:15]([NH:18][C:19]([C@H:21]([NH:24]C(=O)OC(C)(C)C)[CH2:22][CH3:23])=[O:20])=[CH:14][N:13]=3)=[CH:8][CH:9]=[CH:10][C:5]=2[O:4][CH2:3]1.C(O)(C(F)(F)F)=O. Product: [NH2:24][C@H:21]([CH2:22][CH3:23])[C:19]([NH:18][C:15]1[CH:14]=[N:13][C:12]([O:11][C:7]2[C:6]3[C:2]([CH3:1])([CH3:32])[CH2:3][O:4][C:5]=3[CH:10]=[CH:9][CH:8]=2)=[N:17][CH:16]=1)=[O:20]. The catalyst class is: 4. (2) Reactant: O.[OH-].[Li+].C([O:6][C:7]([C:9]1[N:10]=[N:11][C:12]([O:15][CH2:16][C:17]2[N:18]([CH3:29])[N:19]=[N:20][C:21]=2[C:22]2[CH:27]=[CH:26][C:25]([F:28])=[CH:24][CH:23]=2)=[CH:13][CH:14]=1)=[O:8])C. Product: [F:28][C:25]1[CH:24]=[CH:23][C:22]([C:21]2[N:20]=[N:19][N:18]([CH3:29])[C:17]=2[CH2:16][O:15][C:12]2[N:11]=[N:10][C:9]([C:7]([OH:8])=[O:6])=[CH:14][CH:13]=2)=[CH:27][CH:26]=1. The catalyst class is: 90. (3) Reactant: [Br:1][C:2]1[CH:3]=[C:4]([CH:12]2[C:21]3[C:20](=[O:22])[CH2:19][CH:18]([CH2:23][CH2:24][CH3:25])[CH2:17][C:16]=3[NH:15][C:14]([CH3:26])=[C:13]2[C:27]#[N:28])[CH:5]=[C:6]([N+:9]([O-:11])=[O:10])[C:7]=1[OH:8].C(N(CC)C(C)C)(C)C.[CH3:38][O:39][C:40]1[CH:48]=[CH:47][CH:46]=[CH:45][C:41]=1[C:42](Cl)=[O:43]. The catalyst class is: 4. Product: [Br:1][C:2]1[CH:3]=[C:4]([CH:12]2[C:21]3[C:20](=[O:22])[CH2:19][CH:18]([CH2:23][CH2:24][CH3:25])[CH2:17][C:16]=3[NH:15][C:14]([CH3:26])=[C:13]2[C:27]#[N:28])[CH:5]=[C:6]([N+:9]([O-:11])=[O:10])[C:7]=1[O:8][C:42](=[O:43])[C:41]1[CH:45]=[CH:46][CH:47]=[CH:48][C:40]=1[O:39][CH3:38]. (4) Reactant: [CH3:1][N:2]1[CH:10]=[C:9]2[C:4]([CH:5]=[CH:6][CH:7]=[C:8]2[C@@H:11]2[CH2:13][C@H:12]2[CH2:14][NH2:15])=[N:3]1.C(N(CC)CC)C.[C:23](O[C:23](=[O:26])[CH2:24][CH3:25])(=[O:26])[CH2:24][CH3:25]. Product: [CH3:1][N:2]1[CH:10]=[C:9]2[C:4]([CH:5]=[CH:6][CH:7]=[C:8]2[C@@H:11]2[CH2:13][C@H:12]2[CH2:14][NH:15][C:23](=[O:26])[CH2:24][CH3:25])=[N:3]1. The catalyst class is: 685. (5) Reactant: [CH3:1][O:2][N:3]=[CH:4][C:5]1[CH:6]=[C:7]([CH3:33])[C:8]2[N:13]=[C:12]([C:14]3[N:18]([C:19]4[C:24]([Cl:25])=[CH:23][CH:22]=[CH:21][N:20]=4)[N:17]=[C:16]([O:26][CH2:27][CH:28]([F:30])[F:29])[CH:15]=3)[O:11][C:10](=[O:31])[C:9]=2[CH:32]=1.[CH3:34][N:35]([C:37]([O:39][CH3:40])=[O:38])[NH2:36]. Product: [Cl:25][C:24]1[C:19]([N:18]2[C:14]([C:12]([NH:13][C:8]3[C:7]([CH3:33])=[CH:6][C:5](/[CH:4]=[N:3]/[O:2][CH3:1])=[CH:32][C:9]=3[C:10]([NH:36][N:35]([CH3:34])[C:37]([O:39][CH3:40])=[O:38])=[O:31])=[O:11])=[CH:15][C:16]([O:26][CH2:27][CH:28]([F:29])[F:30])=[N:17]2)=[N:20][CH:21]=[CH:22][CH:23]=1. The catalyst class is: 7. (6) Reactant: [OH:1][C:2]1[CH:10]=[CH:9][CH:8]=[CH:7][C:3]=1[C:4]([OH:6])=[O:5].[NH:11]1[CH:15]=[CH:14][N:13]=[CH:12]1.[CH:16]1[N:20]([CH2:21][O:22][CH2:23][CH2:24][OH:25])[C:19]2[N:26]=[C:27]([NH2:31])[N:28]=[C:29]([OH:30])[C:18]=2[N:17]=1.[OH-].[NH4+]. Product: [CH:16]1[N:20]([CH2:21][O:22][CH2:23][CH2:24][OH:25])[C:19]2[N:26]=[C:27]([NH2:31])[N:28]=[C:29]([OH:30])[C:18]=2[N:17]=1.[OH:1][C:2]1[CH:10]=[CH:9][CH:8]=[CH:7][C:3]=1[C:4]([OH:6])=[O:5].[NH:11]1[CH:15]=[CH:14][N:13]=[CH:12]1. The catalyst class is: 6. (7) Reactant: [Cl:1][C:2]1[N:3]([C:12]2[C:13](=[O:23])[N:14]([CH3:22])[N:15]=[C:16]([CH:20]=C)[C:17]=2[O:18][CH3:19])[C:4]2[C:9]([C:10]=1[Cl:11])=[CH:8][CH:7]=[CH:6][CH:5]=2.[O:24]=[O+][O-].C1(P(C2C=CC=CC=2)C2C=CC=CC=2)C=CC=CC=1. Product: [Cl:1][C:2]1[N:3]([C:12]2[C:13](=[O:23])[N:14]([CH3:22])[N:15]=[C:16]([CH:20]=[O:24])[C:17]=2[O:18][CH3:19])[C:4]2[C:9]([C:10]=1[Cl:11])=[CH:8][CH:7]=[CH:6][CH:5]=2. The catalyst class is: 4. (8) Reactant: [NH2:1][C@@H:2]([C:23]1[CH:28]=[CH:27][C:26]([F:29])=[CH:25][C:24]=1[Cl:30])[C:3]1[S:7][C:6]([NH:8][C:9]([C:11]2([C:14]3[CH:22]=[CH:21][C:17]4[O:18][CH2:19][O:20][C:16]=4[CH:15]=3)[CH2:13][CH2:12]2)=[O:10])=[N:5][CH:4]=1.[Si:31]([O:38][C@@H:39]([CH2:43]Cl)[CH2:40][CH:41]=O)([C:34]([CH3:37])([CH3:36])[CH3:35])([CH3:33])[CH3:32].[BH4-].[Na+]. Product: [O:18]1[C:17]2[CH:21]=[CH:22][C:14]([C:11]3([C:9]([NH:8][C:6]4[S:7][C:3]([C@@H:2]([N:1]5[CH2:41][CH2:40][C@@H:39]([O:38][Si:31]([C:34]([CH3:36])([CH3:35])[CH3:37])([CH3:32])[CH3:33])[CH2:43]5)[C:23]5[CH:28]=[CH:27][C:26]([F:29])=[CH:25][C:24]=5[Cl:30])=[CH:4][N:5]=4)=[O:10])[CH2:12][CH2:13]3)=[CH:15][C:16]=2[O:20][CH2:19]1. The catalyst class is: 24. (9) Reactant: C([O:8][C:9]1[C:10](=[O:21])[CH:11]=[C:12]([CH:18]([F:20])[F:19])[N:13]([CH:15]2[CH2:17][CH2:16]2)[CH:14]=1)C1C=CC=CC=1.[H][H]. Product: [CH:15]1([N:13]2[CH:14]=[C:9]([OH:8])[C:10](=[O:21])[CH:11]=[C:12]2[CH:18]([F:20])[F:19])[CH2:16][CH2:17]1. The catalyst class is: 19. (10) Reactant: C([O:8][C:9]1[CH:14]=[CH:13][C:12]([N:15]2[CH2:20][CH2:19][N:18]([CH2:21][CH2:22][C:23]3[CH:28]=[CH:27][C:26]([C:29]([F:32])([F:31])[F:30])=[CH:25][CH:24]=3)[CH2:17][CH2:16]2)=[CH:11][CH:10]=1)C1C=CC=CC=1. Product: [F:32][C:29]([F:30])([F:31])[C:26]1[CH:27]=[CH:28][C:23]([CH2:22][CH2:21][N:18]2[CH2:17][CH2:16][N:15]([C:12]3[CH:13]=[CH:14][C:9]([OH:8])=[CH:10][CH:11]=3)[CH2:20][CH2:19]2)=[CH:24][CH:25]=1. The catalyst class is: 791.